This data is from Reaction yield outcomes from USPTO patents with 853,638 reactions. The task is: Predict the reaction yield, written as a fraction of the theoretical maximum amount of product (1.0 means a 100% yield; for example, 0.34 means a 34% yield). (1) The reactants are [NH:1]1[CH2:6][CH2:5][CH:4]([CH2:7][N:8]2[CH2:13][CH2:12][CH:11]([CH2:14][NH:15][C:16]([C:18]3[C:26]4[N:25]=[C:24]([CH:27]([CH3:29])[CH3:28])[NH:23][C:22]=4[CH:21]=[CH:20][CH:19]=3)=[O:17])[CH2:10][CH2:9]2)[CH2:3][CH2:2]1.C(N(CC)C(C)C)(C)C.[F:39][C:40]1[CH:45]=[CH:44][CH:43]=[CH:42][C:41]=1[N:46]=[C:47]=[O:48]. The catalyst is CN(C)C=O. The product is [F:39][C:40]1[CH:45]=[CH:44][CH:43]=[CH:42][C:41]=1[NH:46][C:47]([N:1]1[CH2:2][CH2:3][CH:4]([CH2:7][N:8]2[CH2:9][CH2:10][CH:11]([CH2:14][NH:15][C:16]([C:18]3[C:26]4[N:25]=[C:24]([CH:27]([CH3:29])[CH3:28])[NH:23][C:22]=4[CH:21]=[CH:20][CH:19]=3)=[O:17])[CH2:12][CH2:13]2)[CH2:5][CH2:6]1)=[O:48]. The yield is 0.220. (2) The reactants are F[C:2]1[CH:12]=[CH:11][C:5]([C:6]([O:8]CC)=[O:7])=[CH:4][C:3]=1[N+:13]([O-:15])=[O:14].[NH:16]1[CH2:21][CH2:20][CH2:19][CH2:18][CH2:17]1.[OH-].[Li+]. The catalyst is CN(C=O)C.O.C1COCC1. The product is [N+:13]([C:3]1[CH:4]=[C:5]([CH:11]=[CH:12][C:2]=1[N:16]1[CH2:21][CH2:20][CH2:19][CH2:18][CH2:17]1)[C:6]([OH:8])=[O:7])([O-:15])=[O:14]. The yield is 0.960. (3) The reactants are [F:1][C:2]1[CH:3]=[C:4]([NH:9][C:10]([NH:12][C:13](=[O:22])[CH2:14][C:15]2[CH:20]=[CH:19][C:18]([F:21])=[CH:17][CH:16]=2)=[S:11])[CH:5]=[CH:6][C:7]=1[OH:8].Cl[C:24]1[C:25]2[CH:32]=[CH:31][NH:30][C:26]=2[N:27]=[CH:28][N:29]=1.N12CCN(CC1)CC2. The catalyst is CC#N. The product is [N:27]1[CH:26]2[NH:30][CH:31]=[CH:32][CH:25]2[C:24]([O:8][C:7]2[CH:6]=[CH:5][C:4]([NH:9][C:10]([NH:12][C:13](=[O:22])[CH2:14][C:15]3[CH:16]=[CH:17][C:18]([F:21])=[CH:19][CH:20]=3)=[S:11])=[CH:3][C:2]=2[F:1])=[N:29][CH:28]=1. The yield is 0.160. (4) The reactants are [NH:1]1[CH2:7][CH2:6][CH2:5][NH:4][CH2:3][CH2:2]1.CN1CCCC1=O.Cl[C:16]1[N:17]([CH2:38][CH:39]([CH3:41])[CH3:40])[C:18]2[C:23]([N:24]=1)=[C:22]([N:25]1[CH2:30][CH2:29][O:28][CH2:27][CH2:26]1)[N:21]=[C:20]([C:31]1[CH:32]=[N:33][C:34]([NH2:37])=[N:35][CH:36]=1)[N:19]=2.[S:42](Cl)([CH3:45])(=[O:44])=[O:43]. The catalyst is C(N(CC)CC)C. The product is [CH2:38]([N:17]1[C:16]([N:1]2[CH2:7][CH2:6][CH2:5][N:4]([S:42]([CH3:45])(=[O:44])=[O:43])[CH2:3][CH2:2]2)=[N:24][C:23]2[C:18]1=[N:19][C:20]([C:31]1[CH:32]=[N:33][C:34]([NH2:37])=[N:35][CH:36]=1)=[N:21][C:22]=2[N:25]1[CH2:30][CH2:29][O:28][CH2:27][CH2:26]1)[CH:39]([CH3:41])[CH3:40]. The yield is 0.750. (5) The reactants are [F:1][C:2]1[CH:25]=[CH:24][C:5]([CH2:6][O:7][CH2:8][C:9]([NH:11][CH2:12][CH2:13][CH2:14][C:15]2[CH:20]=[CH:19][C:18]([CH2:21][CH2:22][OH:23])=[CH:17][CH:16]=2)=[O:10])=[CH:4][CH:3]=1.CC(OI1(OC(C)=O)(OC(C)=O)OC(=O)C2C=CC=CC1=2)=O. The catalyst is ClCCl. The product is [F:1][C:2]1[CH:25]=[CH:24][C:5]([CH2:6][O:7][CH2:8][C:9]([NH:11][CH2:12][CH2:13][CH2:14][C:15]2[CH:16]=[CH:17][C:18]([CH2:21][CH:22]=[O:23])=[CH:19][CH:20]=2)=[O:10])=[CH:4][CH:3]=1. The yield is 0.790. (6) The reactants are [CH3:1][O:2][C:3](=[O:14])[CH:4]([O:6][C:7]1[CH:12]=[CH:11][C:10]([NH2:13])=[CH:9][CH:8]=1)[CH3:5].C(N(CC)CC)C.Cl[C:23](Cl)([O:25]C(=O)OC(Cl)(Cl)Cl)Cl. The catalyst is C1(C)C=CC=CC=1. The product is [CH3:1][O:2][C:3](=[O:14])[CH:4]([O:6][C:7]1[CH:12]=[CH:11][C:10]([N:13]=[C:23]=[O:25])=[CH:9][CH:8]=1)[CH3:5]. The yield is 0.529.